This data is from NCI-60 drug combinations with 297,098 pairs across 59 cell lines. The task is: Regression. Given two drug SMILES strings and cell line genomic features, predict the synergy score measuring deviation from expected non-interaction effect. (1) Drug 2: C1=CC(=CC=C1C#N)C(C2=CC=C(C=C2)C#N)N3C=NC=N3. Synergy scores: CSS=19.5, Synergy_ZIP=-4.22, Synergy_Bliss=-4.22, Synergy_Loewe=-3.63, Synergy_HSA=-3.93. Cell line: U251. Drug 1: CC(CN1CC(=O)NC(=O)C1)N2CC(=O)NC(=O)C2. (2) Drug 2: C1CN(P(=O)(OC1)NCCCl)CCCl. Drug 1: C1CNP(=O)(OC1)N(CCCl)CCCl. Synergy scores: CSS=-17.1, Synergy_ZIP=10.4, Synergy_Bliss=6.58, Synergy_Loewe=-15.0, Synergy_HSA=-14.4. Cell line: U251. (3) Drug 1: CS(=O)(=O)CCNCC1=CC=C(O1)C2=CC3=C(C=C2)N=CN=C3NC4=CC(=C(C=C4)OCC5=CC(=CC=C5)F)Cl. Drug 2: CC12CCC3C(C1CCC2O)C(CC4=C3C=CC(=C4)O)CCCCCCCCCS(=O)CCCC(C(F)(F)F)(F)F. Cell line: MOLT-4. Synergy scores: CSS=-15.5, Synergy_ZIP=9.91, Synergy_Bliss=6.16, Synergy_Loewe=-16.8, Synergy_HSA=-14.0. (4) Drug 1: C1=NC2=C(N=C(N=C2N1C3C(C(C(O3)CO)O)F)Cl)N. Drug 2: C1=NC(=NC(=O)N1C2C(C(C(O2)CO)O)O)N. Cell line: NCI-H322M. Synergy scores: CSS=6.65, Synergy_ZIP=-1.16, Synergy_Bliss=-0.435, Synergy_Loewe=-8.49, Synergy_HSA=-5.71. (5) Drug 1: CC1C(C(CC(O1)OC2CC(CC3=C2C(=C4C(=C3O)C(=O)C5=C(C4=O)C(=CC=C5)OC)O)(C(=O)C)O)N)O.Cl. Drug 2: CC=C1C(=O)NC(C(=O)OC2CC(=O)NC(C(=O)NC(CSSCCC=C2)C(=O)N1)C(C)C)C(C)C. Cell line: SK-MEL-28. Synergy scores: CSS=44.0, Synergy_ZIP=-4.02, Synergy_Bliss=-5.83, Synergy_Loewe=-26.3, Synergy_HSA=-4.10.